Predict the product of the given reaction. From a dataset of Forward reaction prediction with 1.9M reactions from USPTO patents (1976-2016). (1) Given the reactants [C:1]([O:5][C:6]([NH:8][CH2:9][C:10]1[CH:11]=[C:12]([CH:23]=[CH:24][CH:25]=1)[C:13]([O:15]N1C(=O)CCC1=O)=O)=[O:7])([CH3:4])([CH3:3])[CH3:2].Cl.[Cl:27][CH2:28][CH2:29][CH2:30][CH2:31][CH2:32][CH2:33][O:34][CH2:35][CH2:36][O:37][CH2:38][CH2:39][NH2:40].C(N(CC)C(C)C)(C)C, predict the reaction product. The product is: [Cl:27][CH2:28][CH2:29][CH2:30][CH2:31][CH2:32][CH2:33][O:34][CH2:35][CH2:36][O:37][CH2:38][CH2:39][NH:40][C:13]([C:12]1[CH:11]=[C:10]([CH:25]=[CH:24][CH:23]=1)[CH2:9][NH:8][C:6](=[O:7])[O:5][C:1]([CH3:2])([CH3:3])[CH3:4])=[O:15]. (2) Given the reactants C1(P(C2C=CC=CC=2)C2C=CC=CC=2)C=CC=CC=1.Br[N:21]1[C:25](=O)[CH2:24][CH2:23][C:22]1=O.[Cl:28][C:29]1[CH:37]=[C:36]2[C:32]([C:33]([C:41]([OH:43])=O)=[CH:34][N:35]2[CH:38]([CH3:40])[CH3:39])=[CH:31][CH:30]=1.Cl.[NH2:45][C:46]1SC(C)=C(C)N=1.C(N(CC)C(C)C)(C)C.Cl, predict the reaction product. The product is: [N:21]1[CH:25]=[CH:24][CH:23]=[CH:22][C:46]=1[NH:45][C:41]([C:33]1[C:32]2[C:36](=[CH:37][C:29]([Cl:28])=[CH:30][CH:31]=2)[N:35]([CH:38]([CH3:39])[CH3:40])[CH:34]=1)=[O:43]. (3) Given the reactants Br[CH:2]([CH3:14])[C:3]([NH:5][C:6]1[CH:11]=[CH:10][CH:9]=[C:8]([Br:12])[C:7]=1[OH:13])=[O:4].C(=O)([O-])[O-].[K+].[K+].O, predict the reaction product. The product is: [Br:12][C:8]1[C:7]2[O:13][CH:2]([CH3:14])[C:3](=[O:4])[NH:5][C:6]=2[CH:11]=[CH:10][CH:9]=1. (4) Given the reactants Cl.[Cl:2][C:3]1[C:4]([CH3:18])=[N:5][N:6]([C:9]2[CH:14]=[CH:13][C:12]([N+:15]([O-])=O)=[CH:11][CH:10]=2)[C:7]=1[CH3:8].NN, predict the reaction product. The product is: [Cl:2][C:3]1[C:4]([CH3:18])=[N:5][N:6]([C:9]2[CH:14]=[CH:13][C:12]([NH2:15])=[CH:11][CH:10]=2)[C:7]=1[CH3:8]. (5) Given the reactants Cl[C:2]1[N:10]=[C:9]2[C:5]([N:6]=[CH:7][N:8]2[CH:11]([CH3:13])[CH3:12])=[C:4]([NH:14][C:15]2[CH:20]=[CH:19][CH:18]=[C:17]([N+:21]([O-:23])=[O:22])[CH:16]=2)[N:3]=1.[NH2:24][C@H:25]([CH2:29][OH:30])[CH:26]([CH3:28])[CH3:27].C1CCN2C(=NCCC2)CC1, predict the reaction product. The product is: [CH:11]([N:8]1[CH:7]=[N:6][C:5]2[C:9]1=[N:10][C:2]([NH:24][CH:25]([CH:26]([CH3:28])[CH3:27])[CH2:29][OH:30])=[N:3][C:4]=2[NH:14][C:15]1[CH:20]=[CH:19][CH:18]=[C:17]([N+:21]([O-:23])=[O:22])[CH:16]=1)([CH3:13])[CH3:12].